Dataset: Forward reaction prediction with 1.9M reactions from USPTO patents (1976-2016). Task: Predict the product of the given reaction. (1) Given the reactants [Cl:1][C:2]1[CH:3]=[CH:4][C:5]2[NH:11][C:10](=S)[CH:9]([CH2:13][C:14]([O:16][CH2:17][CH3:18])=[O:15])[O:8][CH:7]([C:19]3[CH:24]=[CH:23][CH:22]=[C:21]([O:25][CH3:26])[C:20]=3[O:27][CH3:28])[C:6]=2[CH:29]=1.[CH3:30][O:31][CH2:32][CH2:33][C:34]([NH:36][NH2:37])=O, predict the reaction product. The product is: [Cl:1][C:2]1[CH:3]=[CH:4][C:5]2[N:11]3[C:34]([CH2:33][CH2:32][O:31][CH3:30])=[N:36][N:37]=[C:10]3[CH:9]([CH2:13][C:14]([O:16][CH2:17][CH3:18])=[O:15])[O:8][CH:7]([C:19]3[CH:24]=[CH:23][CH:22]=[C:21]([O:25][CH3:26])[C:20]=3[O:27][CH3:28])[C:6]=2[CH:29]=1. (2) Given the reactants [F:1][C:2]1[C:3]([NH:9][C:10](=[O:12])[CH3:11])=[N:4][C:5](=[O:8])[NH:6][CH:7]=1.[CH3:13][C:14]1[CH:22]=[CH:21][C:17]([C:18](Cl)=[O:19])=[CH:16][CH:15]=1.CCN(CC)CC, predict the reaction product. The product is: [F:1][C:2]1[C:3]([NH:9][C:10](=[O:12])[CH3:11])=[N:4][C:5](=[O:8])[N:6]([C:18](=[O:19])[C:17]2[CH:21]=[CH:22][C:14]([CH3:13])=[CH:15][CH:16]=2)[CH:7]=1. (3) The product is: [F:1][C:2]1[CH:7]=[CH:6][C:5]([C@:8]2([CH2:32][CH2:33][CH2:34][OH:35])[O:13][C:12](=[O:14])[N:11]([C@H:15]([C:17]3[CH:18]=[CH:19][C:20]([C:37]4[CH:38]=[N:39][CH:40]=[N:41][CH:42]=4)=[CH:21][CH:22]=3)[CH3:16])[CH2:10][CH2:9]2)=[CH:4][CH:3]=1. Given the reactants [F:1][C:2]1[CH:7]=[CH:6][C:5]([C@:8]2([CH2:32][CH2:33][CH2:34][OH:35])[O:13][C:12](=[O:14])[N:11]([C@H:15]([C:17]3[CH:22]=[CH:21][C:20](B4OC(C)(C)C(C)(C)O4)=[CH:19][CH:18]=3)[CH3:16])[CH2:10][CH2:9]2)=[CH:4][CH:3]=1.Br[C:37]1[CH:38]=[N:39][CH:40]=[N:41][CH:42]=1, predict the reaction product. (4) Given the reactants [N:1]1([S:7]([C:10]2[CH:15]=[CH:14][C:13]([NH2:16])=[CH:12][CH:11]=2)(=[O:9])=[O:8])[CH2:6][CH2:5][O:4][CH2:3][CH2:2]1.CCN(C(C)C)C(C)C.[Cl:26][C:27](Cl)([O:29]C(=O)OC(Cl)(Cl)Cl)Cl.C(=O)(OC)N.[N-]=C=O, predict the reaction product. The product is: [N:1]1([S:7]([C:10]2[CH:11]=[CH:12][C:13]([NH:16][C:27]([Cl:26])=[O:29])=[CH:14][CH:15]=2)(=[O:9])=[O:8])[CH2:2][CH2:3][O:4][CH2:5][CH2:6]1.